From a dataset of CYP2C9 inhibition data for predicting drug metabolism from PubChem BioAssay. Regression/Classification. Given a drug SMILES string, predict its absorption, distribution, metabolism, or excretion properties. Task type varies by dataset: regression for continuous measurements (e.g., permeability, clearance, half-life) or binary classification for categorical outcomes (e.g., BBB penetration, CYP inhibition). Dataset: cyp2c9_veith. (1) The compound is CCN1C[C@@]2(COC)CC[C@H](OC)[C@]34[C@H]5C[C@H]6[C@H](OC)C[C@@]7(OCO[C@]7([C@H](O)[C@@H]23)[C@H]14)[C@@H]5[C@@H]6OC. The result is 0 (non-inhibitor). (2) The molecule is C#CCSc1n[nH]c(-c2ccco2)n1. The result is 0 (non-inhibitor).